Task: Regression. Given a peptide amino acid sequence and an MHC pseudo amino acid sequence, predict their binding affinity value. This is MHC class II binding data.. Dataset: Peptide-MHC class II binding affinity with 134,281 pairs from IEDB (1) The MHC is DRB1_1001 with pseudo-sequence DRB1_1001. The binding affinity (normalized) is 0.728. The peptide sequence is YDKFLANVSTVLIGK. (2) The peptide sequence is LEPVKCDTLLCDIGE. The MHC is DRB1_0701 with pseudo-sequence DRB1_0701. The binding affinity (normalized) is 0. (3) The peptide sequence is NNAHHVCWLEASMLL. The MHC is DRB1_1101 with pseudo-sequence DRB1_1101. The binding affinity (normalized) is 0.467. (4) The peptide sequence is AFKIAATAANAAPTN. The MHC is DRB1_1302 with pseudo-sequence DRB1_1302. The binding affinity (normalized) is 0.908. (5) The peptide sequence is YLTFLPSADEIYDCKV. The binding affinity (normalized) is 0.466. The MHC is HLA-DQA10102-DQB10602 with pseudo-sequence HLA-DQA10102-DQB10602. (6) The peptide sequence is GSRAIWYMWLGARYLHHHHHH. The MHC is DRB4_0103 with pseudo-sequence DRB4_0103. The binding affinity (normalized) is 0. (7) The peptide sequence is TATYGGKWLDAKSTW. The MHC is DRB3_0202 with pseudo-sequence DRB3_0202. The binding affinity (normalized) is 0.0676. (8) The peptide sequence is EEDIEIIPIQEEEY. The MHC is DRB1_0404 with pseudo-sequence DRB1_0404. The binding affinity (normalized) is 0.281.